From a dataset of Reaction yield outcomes from USPTO patents with 853,638 reactions. Predict the reaction yield, written as a fraction of the theoretical maximum amount of product (1.0 means a 100% yield; for example, 0.34 means a 34% yield). (1) The reactants are [F:1][C:2]1[CH:7]=[CH:6][C:5]([N:8]2[CH2:13][C:12]3[CH:14]=[N:15][C:16]([N:18](OC)[CH3:19])=[CH:17][C:11]=3[N:10]([CH3:22])[C:9]2=[O:23])=[CH:4][C:3]=1[N+:24]([O-])=O. The catalyst is CO.[Pd]. The product is [NH2:24][C:3]1[CH:4]=[C:5]([N:8]2[CH2:13][C:12]3[CH:14]=[N:15][C:16]([NH:18][CH3:19])=[CH:17][C:11]=3[N:10]([CH3:22])[C:9]2=[O:23])[CH:6]=[CH:7][C:2]=1[F:1]. The yield is 0.660. (2) The reactants are [CH3:1][C:2]1([C:7]2[O:11][N:10]=[C:9]([C:12](OCC)=[O:13])[CH:8]=2)[O:6][CH2:5][CH2:4][O:3]1.CCO.C1COCC1. The catalyst is O. The product is [CH3:1][C:2]1([C:7]2[O:11][N:10]=[C:9]([CH2:12][OH:13])[CH:8]=2)[O:6][CH2:5][CH2:4][O:3]1. The yield is 0.930. (3) The reactants are C(Cl)CCl.C1C=NC2N(O)N=NC=2C=1.[CH2:15]([C:18]1[C:26]([N:27]([C@H:30]2[CH2:35][CH2:34][C@H:33]([NH:36][C:37]([O:39][C:40]([CH3:43])([CH3:42])[CH3:41])=[O:38])[CH2:32][CH2:31]2)[CH2:28][CH3:29])=[CH:25][CH:24]=[CH:23][C:19]=1[C:20](O)=[O:21])[CH:16]=[CH2:17].[CH3:44][O:45][C:46]1[C:51]([CH2:52][NH2:53])=[C:50]([CH2:54][CH2:55][CH2:56][CH:57]=[CH2:58])[CH:49]=[C:48]([CH3:59])[N:47]=1.CN1CCOCC1. The catalyst is C(Cl)Cl.C(Cl)(Cl)Cl.O. The product is [C:40]([O:39][C:37](=[O:38])[NH:36][C@H:33]1[CH2:34][CH2:35][C@H:30]([N:27]([C:26]2[CH:25]=[CH:24][CH:23]=[C:19]([C:20](=[O:21])[NH:53][CH2:52][C:51]3[C:46]([O:45][CH3:44])=[N:47][C:48]([CH3:59])=[CH:49][C:50]=3[CH2:54][CH2:55][CH2:56][CH:57]=[CH2:58])[C:18]=2[CH2:15][CH:16]=[CH2:17])[CH2:28][CH3:29])[CH2:31][CH2:32]1)([CH3:42])([CH3:43])[CH3:41]. The yield is 0.738.